From a dataset of Forward reaction prediction with 1.9M reactions from USPTO patents (1976-2016). Predict the product of the given reaction. (1) Given the reactants O[CH2:2][CH2:3][O:4][C:5]1[C:10]([CH3:11])=[CH:9][C:8]([C:12]2[NH:21][C:20](=[O:22])[C:19]3[C:14](=[CH:15][CH:16]=[CH:17][C:18]=3[O:23][CH3:24])[N:13]=2)=[CH:7][C:6]=1[CH3:25].C1(P(C2C=CC=CC=2)C2C=CC=CC=2)C=CC=CC=1.C(Br)(Br)(Br)[Br:46], predict the reaction product. The product is: [Br:46][CH2:2][CH2:3][O:4][C:5]1[C:10]([CH3:11])=[CH:9][C:8]([C:12]2[NH:21][C:20](=[O:22])[C:19]3[C:14](=[CH:15][CH:16]=[CH:17][C:18]=3[O:23][CH3:24])[N:13]=2)=[CH:7][C:6]=1[CH3:25]. (2) Given the reactants Cl[C:2]1[N:7]=[C:6]([C:8]2[N:12]3[CH:13]=[CH:14][CH:15]=[CH:16][C:11]3=[N:10][C:9]=2[C:17]2[CH:18]=[CH:19][C:20]([O:34][CH2:35][CH3:36])=[C:21]([CH:33]=2)[C:22]([NH:24][C:25]2[C:30]([F:31])=[CH:29][CH:28]=[CH:27][C:26]=2[F:32])=[O:23])[CH:5]=[CH:4][N:3]=1.[CH3:37][C:38]1[C:39]([N:47]2[CH2:53][CH2:52][CH2:51][N:50]([CH2:54][CH2:55][S:56]([CH3:59])(=[O:58])=[O:57])[CH2:49][CH2:48]2)=[CH:40][C:41]([O:45][CH3:46])=[C:42]([CH:44]=1)[NH2:43].C1(C)C=CC(S(O)(=O)=O)=CC=1.C(O)C(F)(F)F.N, predict the reaction product. The product is: [F:32][C:26]1[CH:27]=[CH:28][CH:29]=[C:30]([F:31])[C:25]=1[NH:24][C:22](=[O:23])[C:21]1[CH:33]=[C:17]([C:9]2[N:10]=[C:11]3[CH:16]=[CH:15][CH:14]=[CH:13][N:12]3[C:8]=2[C:6]2[CH:5]=[CH:4][N:3]=[C:2]([NH:43][C:42]3[CH:44]=[C:38]([CH3:37])[C:39]([N:47]4[CH2:53][CH2:52][CH2:51][N:50]([CH2:54][CH2:55][S:56]([CH3:59])(=[O:58])=[O:57])[CH2:49][CH2:48]4)=[CH:40][C:41]=3[O:45][CH3:46])[N:7]=2)[CH:18]=[CH:19][C:20]=1[O:34][CH2:35][CH3:36].